Dataset: Reaction yield outcomes from USPTO patents with 853,638 reactions. Task: Predict the reaction yield, written as a fraction of the theoretical maximum amount of product (1.0 means a 100% yield; for example, 0.34 means a 34% yield). (1) The reactants are [Br:1][C:2]1[CH:3]=[C:4]2[C:8](=[CH:9][CH:10]=1)[NH:7][CH:6]=[C:5]2[CH:11]([NH:16][C:17]([C:19]1[C:27]2[C:22](=[CH:23][CH:24]=[C:25]([Br:28])[CH:26]=2)[NH:21][CH:20]=1)=[O:18])[C:12](OC)=[O:13].C(=O)([O-])[O-].[K+].[K+].[NH2:35][CH2:36][CH2:37]CCO.[C:41](#[N:43])[CH3:42]. The catalyst is C(OCC)(=O)C. The product is [NH2:43][CH2:41][CH2:42][CH2:37][CH2:36][NH:35][C:12](=[O:13])[CH:11]([NH:16][C:17]([C:19]1[C:27]2[C:22](=[CH:23][CH:24]=[C:25]([Br:28])[CH:26]=2)[NH:21][CH:20]=1)=[O:18])[C:5]1[C:4]2[C:8](=[CH:9][CH:10]=[C:2]([Br:1])[CH:3]=2)[NH:7][CH:6]=1. The yield is 0.590. (2) The reactants are [I:1][C:2]1[CH:3]=[CH:4][C:5]2[N:6]([C:8]([CH3:12])=[C:9](N)[N:10]=2)[N:7]=1.[ClH:13].N([O-])=O.[Na+]. The catalyst is C(O)(=O)C.[Cu]Cl. The product is [Cl:13][C:9]1[N:10]=[C:5]2[CH:4]=[CH:3][C:2]([I:1])=[N:7][N:6]2[C:8]=1[CH3:12]. The yield is 0.370.